This data is from Forward reaction prediction with 1.9M reactions from USPTO patents (1976-2016). The task is: Predict the product of the given reaction. (1) Given the reactants [ClH:1].C(OC(=O)[NH:8][C:9]1([C@@H:12]2[CH2:16][CH2:15][N:14]([C:17]3[C:26]([CH3:27])=[C:25]4[C:20]([C:21](=[O:32])[NH:22][C:23](=[O:31])[N:24]4[CH:28]4[CH2:30][CH2:29]4)=[CH:19][C:18]=3[F:33])[CH2:13]2)[CH2:11][CH2:10]1)(C)(C)C, predict the reaction product. The product is: [ClH:1].[NH2:8][C:9]1([C@@H:12]2[CH2:16][CH2:15][N:14]([C:17]3[C:26]([CH3:27])=[C:25]4[C:20]([C:21](=[O:32])[NH:22][C:23](=[O:31])[N:24]4[CH:28]4[CH2:29][CH2:30]4)=[CH:19][C:18]=3[F:33])[CH2:13]2)[CH2:10][CH2:11]1. (2) Given the reactants [O:1]=[C:2]([CH2:8][CH3:9])[CH2:3][C:4]([O:6]C)=O.[F:10][C:11]1[CH:16]=[CH:15][C:14]([F:17])=[CH:13][C:12]=1[C:18](=[N:20]O)[NH2:19].C(Cl)Cl.O, predict the reaction product. The product is: [F:10][C:11]1[CH:16]=[CH:15][C:14]([F:17])=[CH:13][C:12]=1[C:18]1[N:20]=[C:4]([CH2:3][C:2](=[O:1])[CH2:8][CH3:9])[O:6][N:19]=1. (3) Given the reactants CC(OI1(OC(C)=O)(OC(C)=O)OC(=O)C2C=CC=CC1=2)=O.[Cl:23][C:24]1[CH:25]=[CH:26][C:27]([O:47][CH2:48][C:49]2[CH:54]=[CH:53][CH:52]=[CH:51][CH:50]=2)=[C:28]([CH2:30][C:31]2[S:32][CH:33]=[C:34]([C:36]([NH:38][C:39]3[CH:44]=[CH:43][C:42]([CH2:45][OH:46])=[CH:41][CH:40]=3)=[O:37])[N:35]=2)[CH:29]=1.O, predict the reaction product. The product is: [Cl:23][C:24]1[CH:25]=[CH:26][C:27]([O:47][CH2:48][C:49]2[CH:50]=[CH:51][CH:52]=[CH:53][CH:54]=2)=[C:28]([CH2:30][C:31]2[S:32][CH:33]=[C:34]([C:36]([NH:38][C:39]3[CH:44]=[CH:43][C:42]([CH:45]=[O:46])=[CH:41][CH:40]=3)=[O:37])[N:35]=2)[CH:29]=1. (4) Given the reactants [C:1]([O:8][C:9]([CH3:12])([CH3:11])[CH3:10])(=[O:7])[CH2:2][CH2:3][C:4]([O-:6])=O.Cl.[CH3:14][NH:15][O:16][CH3:17].C1C=CC2N(O)N=NC=2C=1.C(N(C(C)C)CC)(C)C.CCN=C=NCCCN(C)C.Cl, predict the reaction product. The product is: [C:9]([O:8][C:1](=[O:7])[CH2:2][CH2:3][C:4]([N:15]([O:16][CH3:17])[CH3:14])=[O:6])([CH3:12])([CH3:11])[CH3:10]. (5) Given the reactants [Br:1][C:2]1[N:3]=[C:4]2[CH:10]=[C:9]([C:11]3[C:19]4[C:14](=[CH:15][CH:16]=[C:17]([O:20][CH3:21])[CH:18]=4)[N:13]([CH3:22])[CH:12]=3)[NH:8][C:5]2=[N:6][CH:7]=1.[H-].[Na+].[CH3:25][Si:26]([CH2:29][CH2:30][O:31][CH2:32]Cl)([CH3:28])[CH3:27], predict the reaction product. The product is: [Br:1][C:2]1[N:3]=[C:4]2[CH:10]=[C:9]([C:11]3[C:19]4[C:14](=[CH:15][CH:16]=[C:17]([O:20][CH3:21])[CH:18]=4)[N:13]([CH3:22])[CH:12]=3)[N:8]([CH2:32][O:31][CH2:30][CH2:29][Si:26]([CH3:28])([CH3:27])[CH3:25])[C:5]2=[N:6][CH:7]=1. (6) Given the reactants CCOC(C)=O.[F:7][C:8]1[CH:9]=[C:10]([CH:14]=[CH:15][C:16]=1[N+:17]([O-])=O)[C:11]([NH2:13])=O.CCN(CC)CC, predict the reaction product. The product is: [F:7][C:8]1[CH:9]=[C:10]([CH:14]=[CH:15][C:16]=1[NH2:17])[C:11]#[N:13].